Dataset: Full USPTO retrosynthesis dataset with 1.9M reactions from patents (1976-2016). Task: Predict the reactants needed to synthesize the given product. Given the product [N:15]1([CH2:45][CH2:46][C:2]2[N:7]=[C:6]([O:8][C:9]3[C:14]4[N:15]=[C:16]([NH:18][C:19](=[O:21])[CH3:20])[S:17][C:13]=4[CH:12]=[CH:11][CH:10]=3)[CH:5]=[C:4]([C:22]3[CH:27]=[CH:26][C:25]([C:28]([F:31])([F:30])[F:29])=[CH:24][CH:23]=3)[N:3]=2)[CH2:53][CH2:47][O:8][CH2:9][CH2:14]1, predict the reactants needed to synthesize it. The reactants are: Cl[C:2]1[N:7]=[C:6]([O:8][C:9]2[C:14]3[N:15]=[C:16]([NH:18][C:19](=[O:21])[CH3:20])[S:17][C:13]=3[CH:12]=[CH:11][CH:10]=2)[CH:5]=[C:4]([C:22]2[CH:27]=[CH:26][C:25]([C:28]([F:31])([F:30])[F:29])=[CH:24][CH:23]=2)[N:3]=1.C([Sn](CC[CH2:45][CH3:46])(CCCC)C=C)CCC.[C:47]1([CH3:53])C=CC=CC=1.